From a dataset of Forward reaction prediction with 1.9M reactions from USPTO patents (1976-2016). Predict the product of the given reaction. (1) Given the reactants [NH2:1][CH2:2][C:3]1[CH:4]=[N:5][C:6]([C:9]([F:12])([F:11])[F:10])=[CH:7][CH:8]=1.[CH2:13]([O:20][C:21](=[O:37])[NH:22][C@@H:23]([CH2:32][S:33](Cl)(=[O:35])=[O:34])[CH2:24][C:25]1[CH:30]=[CH:29][CH:28]=[CH:27][C:26]=1[F:31])[C:14]1[CH:19]=[CH:18][CH:17]=[CH:16][CH:15]=1, predict the reaction product. The product is: [CH2:13]([O:20][C:21](=[O:37])[NH:22][C@@H:23]([CH2:32][S:33](=[O:35])(=[O:34])[NH:1][CH2:2][C:3]1[CH:4]=[N:5][C:6]([C:9]([F:12])([F:10])[F:11])=[CH:7][CH:8]=1)[CH2:24][C:25]1[CH:30]=[CH:29][CH:28]=[CH:27][C:26]=1[F:31])[C:14]1[CH:15]=[CH:16][CH:17]=[CH:18][CH:19]=1. (2) Given the reactants [CH3:1][C:2]1[C:6]([CH2:7][O:8][C:9]2[CH:14]=[CH:13][C:12]([S:15]([N:18]([CH2:36][CH:37]([CH3:39])[CH3:38])[C:19]3[CH:24]=[CH:23][C:22]([O:25][CH2:26][CH2:27][O:28]C4CCCCO4)=[CH:21][C:20]=3[CH3:35])(=[O:17])=[O:16])=[CH:11][CH:10]=2)=[C:5]([CH3:40])[O:4][N:3]=1.Cl.O1CCOCC1, predict the reaction product. The product is: [CH3:1][C:2]1[C:6]([CH2:7][O:8][C:9]2[CH:14]=[CH:13][C:12]([S:15]([N:18]([C:19]3[CH:24]=[CH:23][C:22]([O:25][CH2:26][CH2:27][OH:28])=[CH:21][C:20]=3[CH3:35])[CH2:36][CH:37]([CH3:39])[CH3:38])(=[O:16])=[O:17])=[CH:11][CH:10]=2)=[C:5]([CH3:40])[O:4][N:3]=1. (3) Given the reactants [C:1]([O:5][C:6]([N:8]1[CH2:13][CH2:12][C@H:11]([CH2:14][O:15][C:16](=[O:18])[CH3:17])[C@H:10]([OH:19])[CH2:9]1)=[O:7])([CH3:4])([CH3:3])[CH3:2].C(N(CC)C(C)C)(C)C.Cl[CH2:30][O:31][CH3:32], predict the reaction product. The product is: [C:1]([O:5][C:6]([N:8]1[CH2:13][CH2:12][C@H:11]([CH2:14][O:15][C:16](=[O:18])[CH3:17])[C@H:10]([O:19][CH2:30][O:31][CH3:32])[CH2:9]1)=[O:7])([CH3:4])([CH3:2])[CH3:3]. (4) Given the reactants [Cl:1][C:2]1[CH:7]=[C:6]([Cl:8])[CH:5]=[CH:4][C:3]=1[C@H:9]1[C@H:14]([N+:15]([O-])=O)[CH2:13][C:12]([CH2:18][O:19][C:20]2[CH:27]=[CH:26][C:23]([C:24]#[N:25])=[CH:22][CH:21]=2)=[C:11]([C:28]2[CH:29]=[N:30][CH:31]=[CH:32][CH:33]=2)[CH2:10]1, predict the reaction product. The product is: [NH2:15][C@@H:14]1[CH2:13][C:12]([CH2:18][O:19][C:20]2[CH:21]=[CH:22][C:23]([C:24]#[N:25])=[CH:26][CH:27]=2)=[C:11]([C:28]2[CH:29]=[N:30][CH:31]=[CH:32][CH:33]=2)[CH2:10][C@H:9]1[C:3]1[CH:4]=[CH:5][C:6]([Cl:8])=[CH:7][C:2]=1[Cl:1]. (5) Given the reactants [ClH:1].Cl.[CH2:3]([O:5][C:6]1[C:15](N)=[C:14]2[C:9]([C:10]([CH2:17][C:18]3[CH:23]=[C:22]([O:24][CH3:25])[C:21]([O:26][CH3:27])=[C:20]([O:28][CH3:29])[CH:19]=3)=[CH:11][N:12]=[CH:13]2)=[CH:8][CH:7]=1)[CH3:4].Cl.N([O-])=O.[Na+].[I:35]I.C([O-])(O)=O.[Na+], predict the reaction product. The product is: [ClH:1].[CH2:3]([O:5][C:6]1[C:15]([I:35])=[C:14]2[C:9]([C:10]([CH2:17][C:18]3[CH:23]=[C:22]([O:24][CH3:25])[C:21]([O:26][CH3:27])=[C:20]([O:28][CH3:29])[CH:19]=3)=[CH:11][N:12]=[CH:13]2)=[CH:8][CH:7]=1)[CH3:4].